From a dataset of Full USPTO retrosynthesis dataset with 1.9M reactions from patents (1976-2016). Predict the reactants needed to synthesize the given product. (1) Given the product [CH3:1][O:2][C:3]1[CH:10]=[C:9]([O:11][CH3:12])[CH:8]=[CH:7][C:4]=1[CH2:5][N:6]=[C:13]=[O:14], predict the reactants needed to synthesize it. The reactants are: [CH3:1][O:2][C:3]1[CH:10]=[C:9]([O:11][CH3:12])[CH:8]=[CH:7][C:4]=1[CH2:5][NH2:6].[C:13](=O)(O)[O-:14].[Na+].ClC(Cl)(OC(=O)OC(Cl)(Cl)Cl)Cl. (2) Given the product [CH2:21]([O:8][C:7]1[CH:6]=[CH:5][C:4]([CH2:9][C:10]([O:12][CH2:9][C:4]2[CH:5]=[CH:6][CH:7]=[CH:2][CH:3]=2)=[O:11])=[CH:3][C:2]=1[Br:1])[C:22]1[CH:27]=[CH:26][CH:25]=[CH:24][CH:23]=1, predict the reactants needed to synthesize it. The reactants are: [Br:1][C:2]1[CH:3]=[C:4]([CH2:9][C:10]([OH:12])=[O:11])[CH:5]=[CH:6][C:7]=1[OH:8].C(=O)([O-])[O-].[K+].[K+].[I-].[K+].[CH2:21](Br)[C:22]1[CH:27]=[CH:26][CH:25]=[CH:24][CH:23]=1. (3) Given the product [CH2:1]([N:4]([CH2:25][C:26]1[CH:27]=[CH:28][CH:29]=[CH:30][CH:31]=1)[C:5]1[C:9]([C:10](=[O:11])[CH:32]=[CH2:33])=[CH:8][N:7]([CH2:16][C:17]2[CH:18]=[CH:19][C:20]([O:23][CH3:24])=[CH:21][CH:22]=2)[N:6]=1)[CH:2]=[CH2:3], predict the reactants needed to synthesize it. The reactants are: [CH2:1]([N:4]([CH2:25][C:26]1[CH:31]=[CH:30][CH:29]=[CH:28][CH:27]=1)[C:5]1[C:9]([C:10](N(OC)C)=[O:11])=[CH:8][N:7]([CH2:16][C:17]2[CH:22]=[CH:21][C:20]([O:23][CH3:24])=[CH:19][CH:18]=2)[N:6]=1)[CH:2]=[CH2:3].[CH:32]([Mg]Br)=[CH2:33]. (4) The reactants are: [CH3:1][C:2]1[CH:3]=[C:4]2[C:8](=[CH:9][CH:10]=1)[NH:7][C:6](=[O:11])[C:5]2=[O:12].[C:13]([O-])([O-])=O.[K+].[K+].C([O:22][CH2:23][CH3:24])(=O)C. Given the product [OH:12][C:5]1([CH2:13][C:23](=[O:22])[CH3:24])[C:4]2[C:8](=[CH:9][CH:10]=[C:2]([CH3:1])[CH:3]=2)[NH:7][C:6]1=[O:11], predict the reactants needed to synthesize it. (5) Given the product [NH2:11][CH2:3][CH:2]([OH:1])[CH2:4][N:5]1[CH2:10][CH2:9][O:8][CH2:7][CH2:6]1, predict the reactants needed to synthesize it. The reactants are: [O:1]1[CH2:3][CH:2]1[CH2:4][N:5]1[CH2:10][CH2:9][O:8][CH2:7][CH2:6]1.[NH3:11]. (6) Given the product [CH3:29][O:30][CH2:2][C:3]1[CH:28]=[CH:27][C:6]([C:7]([NH:9][C:10]2[S:11][C:12]3[C:18]([N:19]4[CH2:24][CH2:23][O:22][CH2:21][CH2:20]4)=[CH:17][CH:16]=[C:15]([O:25][CH3:26])[C:13]=3[N:14]=2)=[O:8])=[CH:5][CH:4]=1, predict the reactants needed to synthesize it. The reactants are: Cl[CH2:2][C:3]1[CH:28]=[CH:27][C:6]([C:7]([NH:9][C:10]2[S:11][C:12]3[C:18]([N:19]4[CH2:24][CH2:23][O:22][CH2:21][CH2:20]4)=[CH:17][CH:16]=[C:15]([O:25][CH3:26])[C:13]=3[N:14]=2)=[O:8])=[CH:5][CH:4]=1.[CH3:29][O-:30].[Na+]. (7) Given the product [F:1][C:2]1([F:52])[C:6]2[N:7]([CH2:14][C:15]([NH:17][C@H:18]([C:28]3[C:33]([C:34]4[CH:35]=[CH:36][C:37]5[N:38]([C:39](=[O:44])[NH:68][N:69]=5)[CH:43]=4)=[CH:32][CH:31]=[C:30]([C:45]#[C:46][C:47]([OH:50])([CH3:49])[CH3:48])[N:29]=3)[CH2:19][C:20]3[CH:21]=[C:22]([F:27])[CH:23]=[C:24]([F:26])[CH:25]=3)=[O:16])[N:8]=[C:9]([C:10]([F:13])([F:12])[F:11])[C:5]=2[C@H:4]2[CH2:51][C@@H:3]12, predict the reactants needed to synthesize it. The reactants are: [F:1][C:2]1([F:52])[C:6]2[N:7]([CH2:14][C:15]([NH:17][C@H:18]([C:28]3[C:33]([C:34]4[CH:43]=CC=C5[C:35]=4[CH:36]=[CH:37][NH:38][C:39]5=[O:44])=[CH:32][CH:31]=[C:30]([C:45]#[C:46][C:47]([OH:50])([CH3:49])[CH3:48])[N:29]=3)[CH2:19][C:20]3[CH:25]=[C:24]([F:26])[CH:23]=[C:22]([F:27])[CH:21]=3)=[O:16])[N:8]=[C:9]([C:10]([F:13])([F:12])[F:11])[C:5]=2[C@H:4]2[CH2:51][C@@H:3]12.CC1(C)C(C)(C)OB(C2C=CC3N(C(=O)[NH:68][N:69]=3)C=2)O1.C(#N)C.FC(F)(F)C(O)=O. (8) Given the product [CH3:31][C:32]1[CH:37]=[CH:36][CH:35]=[C:34]([CH3:38])[C:33]=1[C:2]1[CH:7]=[CH:6][CH:5]=[CH:4][C:3]=1[C:8]1[CH:9]=[CH:10][C:11](=[O:30])[N:12]([CH2:14][CH2:15][CH2:16][C:17]2[CH:18]=[C:19]([CH:27]=[CH:28][CH:29]=2)[O:20][CH2:21][C:22]([O:24][CH2:25][CH3:26])=[O:23])[CH:13]=1, predict the reactants needed to synthesize it. The reactants are: Br[C:2]1[CH:7]=[CH:6][CH:5]=[CH:4][C:3]=1[C:8]1[CH:9]=[CH:10][C:11](=[O:30])[N:12]([CH2:14][CH2:15][CH2:16][C:17]2[CH:18]=[C:19]([CH:27]=[CH:28][CH:29]=2)[O:20][CH2:21][C:22]([O:24][CH2:25][CH3:26])=[O:23])[CH:13]=1.[CH3:31][C:32]1[CH:37]=[CH:36][CH:35]=[C:34]([CH3:38])[C:33]=1B(O)O.C1(P(C2CCCCC2)C2C=CC=CC=2C2C(N(C)C)=CC=CC=2)CCCCC1.P([O-])([O-])([O-])=O.[K+].[K+].[K+].Cl.